This data is from Full USPTO retrosynthesis dataset with 1.9M reactions from patents (1976-2016). The task is: Predict the reactants needed to synthesize the given product. (1) Given the product [CH2:17]([O:16][CH:5]([CH2:6][C:7]1[CH:8]=[C:9]2[C:13](=[CH:14][CH:15]=1)[N:12]([CH2:21][C:22]1[N:23]=[C:24]([C:28]3[S:29][CH:30]=[CH:31][CH:32]=3)[O:25][C:26]=1[CH3:27])[CH:11]=[CH:10]2)[C:4]([OH:3])=[O:19])[CH3:18], predict the reactants needed to synthesize it. The reactants are: C([O:3][C:4](=[O:19])[CH:5]([O:16][CH2:17][CH3:18])[CH2:6][C:7]1[CH:8]=[C:9]2[C:13](=[CH:14][CH:15]=1)[NH:12][CH:11]=[CH:10]2)C.Cl[CH2:21][C:22]1[N:23]=[C:24]([C:28]2[S:29][CH:30]=[CH:31][CH:32]=2)[O:25][C:26]=1[CH3:27]. (2) Given the product [I:5][C:6]1[CH:7]=[C:8]([C:12]2[N:16]=[C:15]([CH:17]3[CH2:22][O:21][CH2:20][CH2:19][N:18]3[C:3](=[S:4])[NH:2][CH3:1])[O:14][N:13]=2)[CH:9]=[CH:10][CH:11]=1, predict the reactants needed to synthesize it. The reactants are: [CH3:1][N:2]=[C:3]=[S:4].[I:5][C:6]1[CH:7]=[C:8]([C:12]2[N:16]=[C:15]([CH:17]3[CH2:22][O:21][CH2:20][CH2:19][NH:18]3)[O:14][N:13]=2)[CH:9]=[CH:10][CH:11]=1.